This data is from Reaction yield outcomes from USPTO patents with 853,638 reactions. The task is: Predict the reaction yield, written as a fraction of the theoretical maximum amount of product (1.0 means a 100% yield; for example, 0.34 means a 34% yield). (1) The reactants are Cl[C:2]1[CH:10]=[CH:9][C:5]([C:6]([OH:8])=[O:7])=[CH:4][C:3]=1[N+:11]([O-:13])=[O:12].[CH3:14][NH2:15].S(=O)(=O)(O)O. No catalyst specified. The product is [CH3:14][NH:15][C:2]1[CH:10]=[CH:9][C:5]([C:6]([OH:8])=[O:7])=[CH:4][C:3]=1[N+:11]([O-:13])=[O:12]. The yield is 0.975. (2) The reactants are [NH2:1][C:2]1[S:3][CH:4]=[CH:5][N:6]=1.Br[CH2:8][C:9]([C:11]1[CH:16]=[CH:15][C:14]([F:17])=[CH:13][CH:12]=1)=O.[OH-].[NH4+]. The catalyst is C(O)C. The product is [F:17][C:14]1[CH:15]=[CH:16][C:11]([C:9]2[N:1]=[C:2]3[N:6]([CH:8]=2)[CH:5]=[CH:4][S:3]3)=[CH:12][CH:13]=1. The yield is 0.860. (3) The reactants are [C:1]([C:3]1([C:6]2[CH:7]=[C:8]([CH:12]=[CH:13][CH:14]=2)[C:9]([OH:11])=O)[CH2:5][CH2:4]1)#[N:2].C(Cl)(=O)C(Cl)=O.CN(C)C=O.[NH2:26][C:27]1[C:28]([F:52])=[CH:29][C:30]([Cl:51])=[C:31]([CH:50]=1)[O:32][C:33]1[CH:47]=[CH:46][C:36]2[N:37]=[C:38]([NH:40][C:41]([CH:43]3[CH2:45][CH2:44]3)=[O:42])[S:39][C:35]=2[C:34]=1[C:48]#[N:49]. The catalyst is O1CCCC1.C(OCC)(=O)C. The product is [Cl:51][C:30]1[C:31]([O:32][C:33]2[CH:47]=[CH:46][C:36]3[N:37]=[C:38]([NH:40][C:41]([CH:43]4[CH2:45][CH2:44]4)=[O:42])[S:39][C:35]=3[C:34]=2[C:48]#[N:49])=[CH:50][C:27]([NH:26][C:9](=[O:11])[C:8]2[CH:12]=[CH:13][CH:14]=[C:6]([C:3]3([C:1]#[N:2])[CH2:4][CH2:5]3)[CH:7]=2)=[C:28]([F:52])[CH:29]=1. The yield is 0.830. (4) The reactants are [C:1]([CH:3]1[CH2:6][N:5]([C:7](=[O:40])[C@H:8]([NH:10][C:11]([C:13]2[C:21]3[C:16](=[N:17][CH:18]=[C:19]([C:22]4[C:31]5[C:26](=[CH:27][CH:28]=[CH:29][CH:30]=5)[CH:25]=[CH:24][N:23]=4)[N:20]=3)[N:15](COCC[Si](C)(C)C)[CH:14]=2)=[O:12])[CH3:9])[CH2:4]1)#[N:2].C(O)(C(F)(F)F)=O.C(N)CN. The catalyst is C(Cl)Cl. The product is [C:1]([CH:3]1[CH2:4][N:5]([C:7](=[O:40])[C@H:8]([NH:10][C:11]([C:13]2[C:21]3[C:16](=[N:17][CH:18]=[C:19]([C:22]4[C:31]5[C:26](=[CH:27][CH:28]=[CH:29][CH:30]=5)[CH:25]=[CH:24][N:23]=4)[N:20]=3)[NH:15][CH:14]=2)=[O:12])[CH3:9])[CH2:6]1)#[N:2]. The yield is 0.430. (5) The reactants are [C:1]([Si:4]([CH3:7])([CH3:6])[CH3:5])(=O)[CH3:2].[C:8](#[N:12])[CH2:9][C:10]#[N:11].C([O-])(=O)C.[NH4+].C(O)(=O)C. The catalyst is C(OCC)(=O)C.C1C=CC=CC=1. The product is [CH3:5][Si:4]([CH3:7])([CH3:6])[CH:1]([CH:9]([C:8]#[N:12])[C:10]#[N:11])[CH3:2]. The yield is 0.900. (6) The reactants are [CH:1]([O-])=[O:2].[Na+].[C]=O.Br[C:8]1[CH:13]=[CH:12][C:11]([CH:14]2[CH2:18][CH2:17][CH2:16][N:15]2[C:19]([O:21][CH2:22][C:23]2[CH:28]=[CH:27][CH:26]=[CH:25][CH:24]=2)=[O:20])=[CH:10][CH:9]=1. The catalyst is CN(C=O)C. The product is [CH:1]([C:8]1[CH:13]=[CH:12][C:11]([CH:14]2[CH2:18][CH2:17][CH2:16][N:15]2[C:19]([O:21][CH2:22][C:23]2[CH:28]=[CH:27][CH:26]=[CH:25][CH:24]=2)=[O:20])=[CH:10][CH:9]=1)=[O:2]. The yield is 0.200. (7) The reactants are [CH:1]([C@@H:4]1[CH2:8][C@@H:7]([CH:9]2[CH2:11][N@@:10]2[S:12]([C:15]2[CH:20]=[CH:19][CH:18]=[CH:17][C:16]=2[N+:21]([O-:23])=[O:22])(=[O:14])=[O:13])[O:6][C:5]1=[O:24])([CH3:3])[CH3:2].[Cl:25][C:26]1[CH:31]=[CH:30][CH:29]=[CH:28][C:27]=1[N:32]1[CH2:37][C:36]([CH3:39])([CH3:38])[NH:35][CH2:34][C:33]1=[O:40]. The yield is 0.930. The catalyst is C1(C)C=CC=CC=1. The product is [Cl:25][C:26]1[CH:31]=[CH:30][CH:29]=[CH:28][C:27]=1[N:32]1[C:33](=[O:40])[CH2:34][N:35]([CH2:11][C@H:9]([NH:10][S:12]([C:15]2[CH:20]=[CH:19][CH:18]=[CH:17][C:16]=2[N+:21]([O-:23])=[O:22])(=[O:14])=[O:13])[C@@H:7]2[CH2:8][C@@H:4]([CH:1]([CH3:3])[CH3:2])[C:5](=[O:24])[O:6]2)[C:36]([CH3:39])([CH3:38])[CH2:37]1.